From a dataset of Full USPTO retrosynthesis dataset with 1.9M reactions from patents (1976-2016). Predict the reactants needed to synthesize the given product. (1) The reactants are: [Cl:1][C:2]1[CH:3]=[C:4]([CH:10]([C:22]([F:25])([F:24])[F:23])/[CH:11]=[CH:12]/[C:13]2[CH:14]=[C:15]3[C:19](=[CH:20][CH:21]=2)[NH:18][CH2:17][CH2:16]3)[CH:5]=[C:6]([Cl:9])[C:7]=1[F:8].[N:26]([O-])=[O:27].[Na+]. Given the product [Cl:1][C:2]1[CH:3]=[C:4]([CH:10]([C:22]([F:24])([F:23])[F:25])[CH:11]=[CH:12][C:13]2[CH:14]=[C:15]3[C:19](=[CH:20][CH:21]=2)[N:18]([N:26]=[O:27])[CH2:17][CH2:16]3)[CH:5]=[C:6]([Cl:9])[C:7]=1[F:8], predict the reactants needed to synthesize it. (2) Given the product [C:1]([O:5][C:6](=[O:7])[N:8]([CH2:10][C:11](=[O:13])[NH:21][C:20]1[CH:19]=[CH:18][C:17]([C:22]2[CH:27]=[CH:26][CH:25]=[CH:24][C:23]=2[S:28][CH3:29])=[CH:16][C:15]=1[F:14])[CH3:9])([CH3:2])([CH3:3])[CH3:4], predict the reactants needed to synthesize it. The reactants are: [C:1]([O:5][C:6]([N:8]([CH2:10][C:11]([OH:13])=O)[CH3:9])=[O:7])([CH3:4])([CH3:3])[CH3:2].[F:14][C:15]1[CH:16]=[C:17]([C:22]2[CH:27]=[CH:26][CH:25]=[CH:24][C:23]=2[S:28][CH3:29])[CH:18]=[CH:19][C:20]=1[NH2:21].CCOC1N(C(OCC)=O)C2C(=CC=CC=2)C=C1.C(N(CC)CC)C. (3) The reactants are: C(OC(=O)[NH:7][C@H:8]1[CH2:13][CH2:12][C@H:11]([CH2:14][NH:15][C:16]2[N:21]=[C:20]([N:22]3[C:26]4[CH:27]=[CH:28][CH:29]=[CH:30][C:25]=4[N:24]=[C:23]3[CH:31]([F:33])[F:32])[CH:19]=[C:18]([N:34]3[CH2:39][C@H:38]([CH3:40])[O:37][C@H:36]([CH3:41])[CH2:35]3)[N:17]=2)[CH2:10][CH2:9]1)(C)(C)C.[ClH:43].O1CCOCC1.C(OC(C)C)(C)C. Given the product [ClH:43].[ClH:43].[NH2:7][C@H:8]1[CH2:13][CH2:12][C@H:11]([CH2:14][NH:15][C:16]2[N:21]=[C:20]([N:22]3[C:26]4[CH:27]=[CH:28][CH:29]=[CH:30][C:25]=4[N:24]=[C:23]3[CH:31]([F:32])[F:33])[CH:19]=[C:18]([N:34]3[CH2:35][C@H:36]([CH3:41])[O:37][C@H:38]([CH3:40])[CH2:39]3)[N:17]=2)[CH2:10][CH2:9]1, predict the reactants needed to synthesize it. (4) Given the product [Cl:18][C:19]1[CH:20]=[CH:21][C:22]([CH2:31][NH:32][C:33](=[O:38])[C:34]([CH3:37])([CH3:36])[CH3:35])=[C:23]([F:30])[C:24]=1[C:25]1[NH:27][C:28](=[O:29])[N:9]([C:6]2[CH:7]=[CH:8][C:3]([C:1]#[N:2])=[CH:4][CH:5]=2)[N:10]=1, predict the reactants needed to synthesize it. The reactants are: [C:1]([C:3]1[CH:8]=[CH:7][C:6]([NH:9][NH:10]C(OC(C)(C)C)=O)=[CH:5][CH:4]=1)#[N:2].[Cl:18][C:19]1[C:24]([C:25]([N:27]=[C:28]=[O:29])=O)=[C:23]([F:30])[C:22]([CH2:31][NH:32][C:33](=[O:38])[C:34]([CH3:37])([CH3:36])[CH3:35])=[CH:21][CH:20]=1.C(O)(C(F)(F)F)=O.